This data is from Forward reaction prediction with 1.9M reactions from USPTO patents (1976-2016). The task is: Predict the product of the given reaction. (1) Given the reactants [C:1]1([CH2:7][CH2:8][C:9]2[C:17]3[CH:16]=[CH:15][S:14][C:13]=3[CH:12]=[CH:11][CH:10]=2)[CH:6]=[CH:5][CH:4]=[CH:3][CH:2]=1.C([Li])CCC.[CH2:23]([O:30][C@@H:31]1[C@@H:37]([O:38][CH2:39][C:40]2[CH:45]=[CH:44][CH:43]=[CH:42][CH:41]=2)[C@H:36]([O:46][CH2:47][C:48]2[CH:53]=[CH:52][CH:51]=[CH:50][CH:49]=2)[C@@H:35]([CH2:54][O:55][CH2:56][C:57]2[CH:62]=[CH:61][CH:60]=[CH:59][CH:58]=2)[O:34][C:32]1=[O:33])[C:24]1[CH:29]=[CH:28][CH:27]=[CH:26][CH:25]=1.[Cl-].[NH4+], predict the reaction product. The product is: [CH2:23]([O:30][C@@H:31]1[C@@H:37]([O:38][CH2:39][C:40]2[CH:45]=[CH:44][CH:43]=[CH:42][CH:41]=2)[C@H:36]([O:46][CH2:47][C:48]2[CH:49]=[CH:50][CH:51]=[CH:52][CH:53]=2)[C@@H:35]([CH2:54][O:55][CH2:56][C:57]2[CH:58]=[CH:59][CH:60]=[CH:61][CH:62]=2)[O:34][C:32]1([C:15]1[S:14][C:13]2[CH:12]=[CH:11][CH:10]=[C:9]([CH2:8][CH2:7][C:1]3[CH:2]=[CH:3][CH:4]=[CH:5][CH:6]=3)[C:17]=2[CH:16]=1)[OH:33])[C:24]1[CH:25]=[CH:26][CH:27]=[CH:28][CH:29]=1. (2) Given the reactants [CH2:1]([O:3][C:4]([C:6]1[N:11]=[CH:10][C:9]2[N:12]=[C:13]([C:15]3[CH:16]=[N:17][CH:18]=[C:19](Br)[CH:20]=3)[S:14][C:8]=2[C:7]=1[OH:22])=[O:5])[CH3:2].C([O-])=O.[NH4+], predict the reaction product. The product is: [CH2:1]([O:3][C:4]([C:6]1[N:11]=[CH:10][C:9]2[N:12]=[C:13]([C:15]3[CH:16]=[N:17][CH:18]=[CH:19][CH:20]=3)[S:14][C:8]=2[C:7]=1[OH:22])=[O:5])[CH3:2]. (3) Given the reactants [ClH:1].[C:2]([C:4]1[CH:9]=[CH:8][CH:7]=[CH:6][C:5]=1[S:10]([N:13]1[CH2:18][CH2:17][O:16][C@H:15]([CH2:19][NH:20]C(=O)OC(C)(C)C)[CH2:14]1)(=[O:12])=[O:11])#[N:3], predict the reaction product. The product is: [ClH:1].[NH2:20][CH2:19][C@H:15]1[O:16][CH2:17][CH2:18][N:13]([S:10]([C:5]2[CH:6]=[CH:7][CH:8]=[CH:9][C:4]=2[C:2]#[N:3])(=[O:12])=[O:11])[CH2:14]1. (4) Given the reactants [CH:1]1([CH:4]([C:11]2[CH:16]=[CH:15][CH:14]=[C:13]([CH2:17][O:18][C:19]3[CH:24]=[CH:23][C:22]([C:25]4[CH:30]=[C:29]([O:31][CH3:32])[CH:28]=[CH:27][C:26]=4[F:33])=[C:21]([O:34]COC)[CH:20]=3)[CH:12]=2)[CH2:5][C:6]([O:8][CH2:9][CH3:10])=[O:7])[CH2:3][CH2:2]1.Cl.C(=O)([O-])O.[Na+], predict the reaction product. The product is: [CH:1]1([CH:4]([C:11]2[CH:16]=[CH:15][CH:14]=[C:13]([CH2:17][O:18][C:19]3[CH:24]=[CH:23][C:22]([C:25]4[CH:30]=[C:29]([O:31][CH3:32])[CH:28]=[CH:27][C:26]=4[F:33])=[C:21]([OH:34])[CH:20]=3)[CH:12]=2)[CH2:5][C:6]([O:8][CH2:9][CH3:10])=[O:7])[CH2:3][CH2:2]1. (5) The product is: [CH3:9][C:1]1[CH:6]=[CH:5][CH:4]=[CH:3][C:2]=1[CH:7]=[N:11][OH:12]. Given the reactants [C:1]1([CH3:9])[C:2]([CH:7]=O)=[CH:3][CH:4]=[CH:5][CH:6]=1.Cl.[NH2:11][OH:12].N1C=CC=CC=1.Cl, predict the reaction product. (6) The product is: [C:18]([O:22][C:23]([N:5]1[C:6]([CH3:7])=[C:2]([Cl:1])[C:3]([C:8]([F:9])([F:11])[F:10])=[N:4]1)=[O:26])([CH3:21])([CH3:20])[CH3:19]. Given the reactants [Cl:1][C:2]1[C:3]([C:8]([F:11])([F:10])[F:9])=[N:4][NH:5][C:6]=1[CH3:7].C(=O)([O-])[O-].[K+].[K+].[C:18]([O:22][C:23](=[O:26])CBr)([CH3:21])([CH3:20])[CH3:19], predict the reaction product. (7) Given the reactants Cl[C:2]1[C:3]([C:16]2[CH:21]=[CH:20][C:19]([F:22])=[CH:18][CH:17]=2)=[N:4][C:5]2[C:10]([N:11]=1)=[CH:9][C:8]([C:12]([O:14][CH3:15])=[O:13])=[CH:7][CH:6]=2.[F:23][C:24]([F:28])([F:27])[CH2:25][NH2:26].CCN(C(C)C)C(C)C, predict the reaction product. The product is: [F:22][C:19]1[CH:20]=[CH:21][C:16]([C:3]2[C:2]([NH:26][CH2:25][C:24]([F:28])([F:27])[F:23])=[N:11][C:10]3[C:5](=[CH:6][CH:7]=[C:8]([C:12]([O:14][CH3:15])=[O:13])[CH:9]=3)[N:4]=2)=[CH:17][CH:18]=1. (8) Given the reactants [CH3:1][O:2][C:3]([C:5]1[CH:6]=[C:7]([CH3:29])[C:8]2[O:14][C:13]3[C:15]([Cl:25])=[CH:16][C:17]([N:19]4[CH2:24][CH2:23][NH:22][CH2:21][CH2:20]4)=[CH:18][C:12]=3[CH2:11][S:10](=[O:27])(=[O:26])[C:9]=2[CH:28]=1)=[O:4].[Cl:30][C:31]1[CH:38]=[C:37]([Cl:39])[CH:36]=[CH:35][C:32]=1[CH:33]=O.C([BH3-])#N.[Na+], predict the reaction product. The product is: [CH3:1][O:2][C:3]([C:5]1[CH:6]=[C:7]([CH3:29])[C:8]2[O:14][C:13]3[C:15]([Cl:25])=[CH:16][C:17]([N:19]4[CH2:20][CH2:21][N:22]([CH2:33][C:32]5[CH:35]=[CH:36][C:37]([Cl:39])=[CH:38][C:31]=5[Cl:30])[CH2:23][CH2:24]4)=[CH:18][C:12]=3[CH2:11][S:10](=[O:26])(=[O:27])[C:9]=2[CH:28]=1)=[O:4]. (9) Given the reactants CO[C:3]1[CH:4]=[C:5]([CH:9]([C:15]2[C:24]3[C:19](=[CH:20][CH:21]=[CH:22][CH:23]=3)[CH:18]=[CH:17][CH:16]=2)[CH:10]([C:13]#[N:14])[C:11]#[N:12])[CH:6]=[CH:7][CH:8]=1.[C:25]1([Mg]Br)[C:34]2[C:25](=[CH:26][CH:27]=CC=2)[CH:34]=[CH:27][CH:26]=1, predict the reaction product. The product is: [C:5]1([CH:9]([C:15]2[C:24]3[C:19](=[CH:20][CH:21]=[CH:22][CH:23]=3)[CH:18]=[CH:17][CH:16]=2)[CH:10]([C:13]#[N:14])[C:11]#[N:12])[C:4]2[C:3](=[CH:34][CH:25]=[CH:26][CH:27]=2)[CH:8]=[CH:7][CH:6]=1.